This data is from NCI-60 drug combinations with 297,098 pairs across 59 cell lines. The task is: Regression. Given two drug SMILES strings and cell line genomic features, predict the synergy score measuring deviation from expected non-interaction effect. (1) Cell line: M14. Synergy scores: CSS=17.6, Synergy_ZIP=-5.53, Synergy_Bliss=0.0472, Synergy_Loewe=-9.25, Synergy_HSA=-1.43. Drug 2: C1CNP(=O)(OC1)N(CCCl)CCCl. Drug 1: CC1=C(N=C(N=C1N)C(CC(=O)N)NCC(C(=O)N)N)C(=O)NC(C(C2=CN=CN2)OC3C(C(C(C(O3)CO)O)O)OC4C(C(C(C(O4)CO)O)OC(=O)N)O)C(=O)NC(C)C(C(C)C(=O)NC(C(C)O)C(=O)NCCC5=NC(=CS5)C6=NC(=CS6)C(=O)NCCC[S+](C)C)O. (2) Drug 1: CCN(CC)CCNC(=O)C1=C(NC(=C1C)C=C2C3=C(C=CC(=C3)F)NC2=O)C. Drug 2: C(CC(=O)O)C(=O)CN.Cl. Cell line: SR. Synergy scores: CSS=-2.34, Synergy_ZIP=2.26, Synergy_Bliss=2.10, Synergy_Loewe=-10.2, Synergy_HSA=-9.39. (3) Drug 1: CN1C2=C(C=C(C=C2)N(CCCl)CCCl)N=C1CCCC(=O)O.Cl. Drug 2: CC1C(C(CC(O1)OC2CC(CC3=C2C(=C4C(=C3O)C(=O)C5=CC=CC=C5C4=O)O)(C(=O)C)O)N)O. Cell line: CCRF-CEM. Synergy scores: CSS=46.6, Synergy_ZIP=-3.86, Synergy_Bliss=-4.54, Synergy_Loewe=-2.03, Synergy_HSA=-0.274. (4) Synergy scores: CSS=3.12, Synergy_ZIP=0.235, Synergy_Bliss=4.25, Synergy_Loewe=-2.59, Synergy_HSA=-2.19. Cell line: KM12. Drug 1: C1CCN(CC1)CCOC2=CC=C(C=C2)C(=O)C3=C(SC4=C3C=CC(=C4)O)C5=CC=C(C=C5)O. Drug 2: CC1=CC=C(C=C1)C2=CC(=NN2C3=CC=C(C=C3)S(=O)(=O)N)C(F)(F)F. (5) Drug 1: C1CCN(CC1)CCOC2=CC=C(C=C2)C(=O)C3=C(SC4=C3C=CC(=C4)O)C5=CC=C(C=C5)O. Drug 2: C1=NC2=C(N1)C(=S)N=C(N2)N. Cell line: A549. Synergy scores: CSS=58.9, Synergy_ZIP=-1.32, Synergy_Bliss=0.344, Synergy_Loewe=-0.872, Synergy_HSA=0.917. (6) Drug 1: CS(=O)(=O)OCCCCOS(=O)(=O)C. Drug 2: C1CN(P(=O)(OC1)NCCCl)CCCl. Cell line: SR. Synergy scores: CSS=40.3, Synergy_ZIP=-1.57, Synergy_Bliss=-1.68, Synergy_Loewe=-26.0, Synergy_HSA=-1.77. (7) Drug 1: CC1C(C(CC(O1)OC2CC(CC3=C2C(=C4C(=C3O)C(=O)C5=C(C4=O)C(=CC=C5)OC)O)(C(=O)C)O)N)O.Cl. Drug 2: CS(=O)(=O)OCCCCOS(=O)(=O)C. Cell line: MCF7. Synergy scores: CSS=8.80, Synergy_ZIP=-9.97, Synergy_Bliss=-4.19, Synergy_Loewe=-19.3, Synergy_HSA=-4.36. (8) Drug 1: C1CCC(C1)C(CC#N)N2C=C(C=N2)C3=C4C=CNC4=NC=N3. Drug 2: C1=NC2=C(N1)C(=S)N=C(N2)N. Cell line: HS 578T. Synergy scores: CSS=20.7, Synergy_ZIP=4.33, Synergy_Bliss=8.66, Synergy_Loewe=-9.04, Synergy_HSA=3.99. (9) Drug 1: C1CN(CCN1C(=O)CCBr)C(=O)CCBr. Drug 2: C1C(C(OC1N2C=NC(=NC2=O)N)CO)O. Cell line: IGROV1. Synergy scores: CSS=11.8, Synergy_ZIP=-4.83, Synergy_Bliss=-4.58, Synergy_Loewe=-3.74, Synergy_HSA=-4.26. (10) Drug 1: C1=CC(=CC=C1CCCC(=O)O)N(CCCl)CCCl. Drug 2: CC1=C2C(C(=O)C3(C(CC4C(C3C(C(C2(C)C)(CC1OC(=O)C(C(C5=CC=CC=C5)NC(=O)C6=CC=CC=C6)O)O)OC(=O)C7=CC=CC=C7)(CO4)OC(=O)C)O)C)OC(=O)C. Cell line: HCC-2998. Synergy scores: CSS=32.5, Synergy_ZIP=-14.0, Synergy_Bliss=-20.2, Synergy_Loewe=-54.6, Synergy_HSA=-15.1.